Dataset: Full USPTO retrosynthesis dataset with 1.9M reactions from patents (1976-2016). Task: Predict the reactants needed to synthesize the given product. The reactants are: [CH3:1][C@@H:2]1[CH2:7][CH2:6][CH2:5][NH:4][C@@H:3]1[CH2:8][N:9]1[C:17](=[O:18])[C:16]2[C:11](=[CH:12][CH:13]=[CH:14][CH:15]=2)[C:10]1=[O:19].[F:20][C:21]1[C:29]([F:30])=[CH:28][C:24]([C:25](O)=[O:26])=[C:23]([I:31])[CH:22]=1.CCN(C(C)C)C(C)C.CN(C(ON1N=NC2C=CC=NC1=2)=[N+](C)C)C.F[P-](F)(F)(F)(F)F. Given the product [F:20][C:21]1[C:29]([F:30])=[CH:28][C:24]([C:25]([N:4]2[CH2:5][CH2:6][CH2:7][C@@H:2]([CH3:1])[C@H:3]2[CH2:8][N:9]2[C:17](=[O:18])[C:16]3[C:11](=[CH:12][CH:13]=[CH:14][CH:15]=3)[C:10]2=[O:19])=[O:26])=[C:23]([I:31])[CH:22]=1, predict the reactants needed to synthesize it.